This data is from Reaction yield outcomes from USPTO patents with 853,638 reactions. The task is: Predict the reaction yield, written as a fraction of the theoretical maximum amount of product (1.0 means a 100% yield; for example, 0.34 means a 34% yield). (1) The reactants are Br[C:2]1[CH:11]=[CH:10][CH:9]=[C:8]2[C:3]=1[CH:4]=[CH:5][C:6]([C:12]1[CH:17]=[C:16]([CH3:18])[CH:15]=[C:14]([CH3:19])[CH:13]=1)=[N:7]2.C([Li])CCC.Cl[Si:26]([CH3:29])([CH3:28])[CH3:27]. The catalyst is O1CCCC1. The product is [CH3:19][C:14]1[CH:13]=[C:12]([C:6]2[CH:5]=[CH:4][C:3]3[C:8](=[CH:9][CH:10]=[CH:11][C:2]=3[Si:26]([CH3:29])([CH3:28])[CH3:27])[N:7]=2)[CH:17]=[C:16]([CH3:18])[CH:15]=1. The yield is 0.580. (2) The reactants are CN(C(O[N:9]1N=N[C:11]2C=CC=N[C:10]1=2)=[N+](C)C)C.F[P-](F)(F)(F)(F)F.[Br:25][C:26]1[CH:34]=[CH:33][C:32]([N+:35]([O-:37])=[O:36])=[CH:31][C:27]=1[C:28]([OH:30])=O.C(N(C(C)C)CC)(C)C.C(N)C. The catalyst is C(#N)C.C1COCC1. The product is [Br:25][C:26]1[CH:34]=[CH:33][C:32]([N+:35]([O-:37])=[O:36])=[CH:31][C:27]=1[C:28]([NH:9][CH2:10][CH3:11])=[O:30]. The yield is 0.430.